This data is from Peptide-MHC class II binding affinity with 134,281 pairs from IEDB. The task is: Regression. Given a peptide amino acid sequence and an MHC pseudo amino acid sequence, predict their binding affinity value. This is MHC class II binding data. (1) The peptide sequence is VLAGWLFHVRGARR. The MHC is DRB1_0701 with pseudo-sequence DRB1_0701. The binding affinity (normalized) is 0.566. (2) The peptide sequence is EEIRRIWRQANNGDD. The MHC is DRB1_0802 with pseudo-sequence DRB1_0802. The binding affinity (normalized) is 0.352. (3) The peptide sequence is AAATAGTTVYGAFAA. The MHC is HLA-DPA10201-DPB10501 with pseudo-sequence HLA-DPA10201-DPB10501. The binding affinity (normalized) is 0. (4) The peptide sequence is CDASILIDPLSNQSA. The MHC is HLA-DPA10201-DPB11401 with pseudo-sequence HLA-DPA10201-DPB11401. The binding affinity (normalized) is 0. (5) The peptide sequence is MEALTFKACDHIM. The MHC is DRB1_0401 with pseudo-sequence DRB1_0401. The binding affinity (normalized) is 0.0261. (6) The peptide sequence is LKMVEPWLKNNQFCIKV. The MHC is DRB1_1501 with pseudo-sequence DRB1_1501. The binding affinity (normalized) is 0.631.